Dataset: Forward reaction prediction with 1.9M reactions from USPTO patents (1976-2016). Task: Predict the product of the given reaction. (1) Given the reactants C(N(S(F)(F)[F:7])CC)C.[F:10][C:11]1[CH:16]=[CH:15][C:14]([C:17]2[C:26]([CH:27](O)[C:28]3[CH:33]=[CH:32][C:31]([O:34][C:35]([F:38])([F:37])[F:36])=[CH:30][CH:29]=3)=[C:25]([CH:40]([CH3:42])[CH3:41])[CH:24]=[C:23]3[C:18]=2[C:19](=[O:45])[CH2:20][C:21]([CH3:44])([CH3:43])[O:22]3)=[CH:13][CH:12]=1.O, predict the reaction product. The product is: [F:10][C:11]1[CH:16]=[CH:15][C:14]([C:17]2[C:26]([CH:27]([F:7])[C:28]3[CH:29]=[CH:30][C:31]([O:34][C:35]([F:36])([F:38])[F:37])=[CH:32][CH:33]=3)=[C:25]([CH:40]([CH3:41])[CH3:42])[CH:24]=[C:23]3[C:18]=2[C:19](=[O:45])[CH2:20][C:21]([CH3:43])([CH3:44])[O:22]3)=[CH:13][CH:12]=1. (2) The product is: [C:1]([C:3]1[C:4]([C:21]2[CH:26]=[CH:25][C:24]([Cl:27])=[CH:23][C:22]=2[Cl:28])=[C:5]([C:16]([OH:18])=[O:17])[S:6][C:7]=1[N:8]1[CH2:13][CH2:12][O:11][CH:10]([CH2:14][F:15])[CH2:9]1)#[N:2]. Given the reactants [C:1]([C:3]1[C:4]([C:21]2[CH:26]=[CH:25][C:24]([Cl:27])=[CH:23][C:22]=2[Cl:28])=[C:5]([C:16]([O:18]CC)=[O:17])[S:6][C:7]=1[N:8]1[CH2:13][CH2:12][O:11][CH:10]([CH2:14][F:15])[CH2:9]1)#[N:2].[OH-].[Na+].CCO.O, predict the reaction product. (3) Given the reactants Br[CH2:2][CH2:3][OH:4].[CH3:5][O:6][Si:7]([O:24][CH3:25])([O:22][CH3:23])[CH2:8][CH2:9][CH2:10][NH:11][CH2:12][CH2:13][CH2:14][Si:15]([O:20][CH3:21])([O:18][CH3:19])[O:16][CH3:17].C(N(CC)CC)C.N[SiH3], predict the reaction product. The product is: [OH:4][CH2:3][CH2:2][N:11]([CH2:12][CH2:13][CH2:14][Si:15]([O:20][CH3:21])([O:18][CH3:19])[O:16][CH3:17])[CH2:10][CH2:9][CH2:8][Si:7]([O:22][CH3:23])([O:24][CH3:25])[O:6][CH3:5]. (4) The product is: [Cl:1][C:2]1[C:7]([N:8]2[CH2:9][CH2:10][NH:11][CH2:12][CH2:13]2)=[N:6][CH:5]=[C:4]([Cl:14])[N:3]=1. Given the reactants [Cl:1][C:2]1[C:7]([N:8]2[CH2:13][CH2:12][NH:11][CH2:10][CH2:9]2)=[N:6][CH:5]=[CH:4][N:3]=1.[Cl:14]N1C(=O)CCC1=O, predict the reaction product. (5) Given the reactants [CH2:1]([O:3][C:4]([N:6]1[C:15]2[C:10](=[N:11][C:12]([O:16][CH3:17])=[CH:13][CH:14]=2)[C@@H:9]([NH:18][C:19]2[N:24]=[C:23]([CH2:25][C:26]3[CH:31]=[C:30]([C:32]([F:35])([F:34])[F:33])[CH:29]=[C:28]([C:36]([F:39])([F:38])[F:37])[CH:27]=3)[C:22](C(O)=O)=[CH:21][N:20]=2)[CH2:8][C@H:7]1[CH2:43][CH3:44])=[O:5])[CH3:2].C([N:47]([CH2:50]C)CC)C.C1(P(N=[N+]=[N-])(C2C=CC=CC=2)=[O:59])C=CC=CC=1.[C:69](=O)([O-])[OH:70].[Na+], predict the reaction product. The product is: [CH2:1]([O:3][C:4]([N:6]1[C:15]2[C:10](=[N:11][C:12]([O:16][CH3:17])=[CH:13][CH:14]=2)[C@@H:9]([NH:18][C:19]2[N:20]=[C:21]([N:47]=[C:50]=[O:59])[C:22]([O:70][CH3:69])=[C:23]([CH2:25][C:26]3[CH:27]=[C:28]([C:36]([F:39])([F:37])[F:38])[CH:29]=[C:30]([C:32]([F:34])([F:35])[F:33])[CH:31]=3)[N:24]=2)[CH2:8][C@H:7]1[CH2:43][CH3:44])=[O:5])[CH3:2].